Dataset: Catalyst prediction with 721,799 reactions and 888 catalyst types from USPTO. Task: Predict which catalyst facilitates the given reaction. (1) Reactant: [C:1]([OH:7])(=O)[CH2:2][CH2:3][CH:4]=[CH2:5].[NH2:8][C@H:9]([C:13]1[CH:18]=[CH:17][CH:16]=[CH:15][CH:14]=1)[CH2:10][CH2:11][OH:12]. Product: [OH:12][CH2:11][CH2:10][C@H:9]([NH:8][C:1](=[O:7])[CH2:2][CH2:3][CH:4]=[CH2:5])[C:13]1[CH:18]=[CH:17][CH:16]=[CH:15][CH:14]=1. The catalyst class is: 2. (2) Reactant: [NH2:1][C:2]1[C:10]([C:11]([O:13][CH3:14])=[O:12])=[CH:9][CH:8]=[CH:7][C:3]=1[C:4]([OH:6])=[O:5].[F:15][C:16]([F:27])([F:26])[C:17]1[CH:18]=[C:19]([CH:23]=[CH:24][CH:25]=1)[C:20](Cl)=O.C([O-])(O)=O.[Na+]. Product: [O:5]=[C:4]1[O:6][C:20]([C:19]2[CH:23]=[CH:24][CH:25]=[C:17]([C:16]([F:15])([F:26])[F:27])[CH:18]=2)=[N:1][C:2]2[C:10]([C:11]([O:13][CH3:14])=[O:12])=[CH:9][CH:8]=[CH:7][C:3]1=2. The catalyst class is: 17.